From a dataset of CYP2C19 inhibition data for predicting drug metabolism from PubChem BioAssay. Regression/Classification. Given a drug SMILES string, predict its absorption, distribution, metabolism, or excretion properties. Task type varies by dataset: regression for continuous measurements (e.g., permeability, clearance, half-life) or binary classification for categorical outcomes (e.g., BBB penetration, CYP inhibition). Dataset: cyp2c19_veith. (1) The drug is N[C@H](Cn1ccc(=O)c(O)c1)C(=O)O. The result is 0 (non-inhibitor). (2) The drug is CN/C(=C\[N+](=O)[O-])NCCSCc1csc(CN(C)C)n1. The result is 0 (non-inhibitor). (3) The compound is Cc1cnc(CNc2ncncc2-c2ccc(N(C)C)cc2)cn1. The result is 1 (inhibitor).